This data is from Reaction yield outcomes from USPTO patents with 853,638 reactions. The task is: Predict the reaction yield, written as a fraction of the theoretical maximum amount of product (1.0 means a 100% yield; for example, 0.34 means a 34% yield). (1) The reactants are Cl[C:2]1[C:14]2[N:13]=[C:12]3[N:7]([CH2:8][CH2:9][O:10][C:11]3([CH3:16])[CH3:15])[C:6]=2[N:5]=[C:4]([Cl:17])[N:3]=1.[C@H:18]12[CH2:24][C@H:21]([NH:22][CH2:23]1)[CH2:20][O:19]2.C(N(CC)CC)C. No catalyst specified. The product is [Cl:17][C:4]1[N:3]=[C:2]([N:22]2[CH2:23][C@@H:18]3[CH2:24][C@H:21]2[CH2:20][O:19]3)[C:14]2[N:13]=[C:12]3[N:7]([C:6]=2[N:5]=1)[CH2:8][CH2:9][O:10][C:11]3([CH3:16])[CH3:15]. The yield is 0.980. (2) The reactants are [Br:1][C:2]1[N:7]=[CH:6][C:5]([CH:8]=O)=[CH:4][CH:3]=1.[CH3:10][O:11][CH2:12][CH2:13][NH2:14].C(O[BH-](OC(=O)C)OC(=O)C)(=O)C.[Na+].[NH4+].[Cl-]. The catalyst is C(Cl)Cl.O. The product is [Br:1][C:2]1[N:7]=[CH:6][C:5]([CH2:8][NH:14][CH2:13][CH2:12][O:11][CH3:10])=[CH:4][CH:3]=1. The yield is 0.450. (3) The reactants are [F:1][C:2]1[CH:7]=[CH:6][C:5]([OH:8])=[C:4]([CH3:9])[CH:3]=1.Br[C:11]1[C:16]([N+:17]([O-:19])=[O:18])=[CH:15][CH:14]=[CH:13][C:12]=1[CH3:20].Cl.CN(C)CC(O)=O.C(=O)([O-])[O-].[Cs+].[Cs+]. The catalyst is O1CCOCC1.C(OCC)(=O)C. The product is [F:1][C:2]1[CH:7]=[CH:6][C:5]([O:8][C:11]2[C:16]([N+:17]([O-:19])=[O:18])=[CH:15][CH:14]=[CH:13][C:12]=2[CH3:20])=[C:4]([CH3:9])[CH:3]=1. The yield is 0.340. (4) The reactants are [N+](=[CH:3][C:4](C=[N+]=[N-])=O)=[N-].[CH3:9][O:10][C:11]1[C:12](=[O:33])[C:13]([CH3:32])=[C:14]([CH2:20][C:21]2[CH:26]=[CH:25][C:24](CCC(O)=O)=[CH:23][CH:22]=2)[C:15](=[O:19])[C:16]=1[O:17][CH3:18].[NH:34]1[CH2:39][CH2:38][O:37][CH2:36][CH2:35]1.[CH2:40]([OH:42])[CH3:41]. The catalyst is [N+]([O-])([O-])=O.[Ag+]. The product is [CH3:9][O:10][C:11]1[C:12](=[O:33])[C:13]([CH3:32])=[C:14]([CH2:20][C:21]2[CH:26]=[CH:25][C:24]([CH2:3][CH2:4][CH2:41][C:40]([N:34]3[CH2:39][CH2:38][O:37][CH2:36][CH2:35]3)=[O:42])=[CH:23][CH:22]=2)[C:15](=[O:19])[C:16]=1[O:17][CH3:18]. The yield is 0.490. (5) The reactants are [Br:1][C:2]1[CH:3]=[N:4][NH:5][CH:6]=1.[O:7]1[CH:12]=[CH:11][CH2:10][CH2:9][CH2:8]1.FC(F)(F)C(O)=O.C(OCC)(=O)C.CCCCCC. The catalyst is C(OCC)(=O)C. The product is [Br:1][C:2]1[CH:3]=[N:4][N:5]([CH:8]2[CH2:9][CH2:10][CH2:11][CH2:12][O:7]2)[CH:6]=1. The yield is 0.760. (6) The reactants are [I:1][C:2]1[CH:3]=[C:4]([CH:8]=[C:9]([N+:11]([O-:13])=[O:12])[CH:10]=1)[C:5]([OH:7])=[O:6].O=S(Cl)Cl.[CH3:18]O. No catalyst specified. The product is [CH3:18][O:6][C:5](=[O:7])[C:4]1[CH:8]=[C:9]([N+:11]([O-:13])=[O:12])[CH:10]=[C:2]([I:1])[CH:3]=1. The yield is 0.990. (7) The reactants are C(O[C:6](=[O:26])[CH:7]([CH2:18][C:19]1[CH:24]=[CH:23][CH:22]=[CH:21][C:20]=1[Cl:25])[C:8]([C:10]1[CH:15]=[CH:14][N:13]=[C:12]([S:16][CH3:17])[N:11]=1)=O)(C)(C)C.Cl.Cl.[NH:29]1[CH2:33][CH2:32][CH2:31][NH:30]1. The catalyst is N1C=CC=CC=1. The product is [Cl:25][C:20]1[CH:21]=[CH:22][CH:23]=[CH:24][C:19]=1[CH2:18][C:7]1[C:6](=[O:26])[N:30]2[CH2:31][CH2:32][CH2:33][N:29]2[C:8]=1[C:10]1[CH:15]=[CH:14][N:13]=[C:12]([S:16][CH3:17])[N:11]=1. The yield is 0.220. (8) The reactants are [CH3:1][CH:2]1[CH2:7][CH:6]([CH3:8])[CH2:5][N:4]([S:9]([C:12]2[CH:25]=[CH:24][C:23]3[N:22]([CH3:26])[C:21]4[C:16](=[CH:17][C:18]([S:27]([N:30]5[CH2:35][CH:34]([CH3:36])[CH2:33][CH:32]([CH3:37])[CH2:31]5)(=[O:29])=[O:28])=[CH:19][CH:20]=4)[C:15](=S)[C:14]=3[CH:13]=2)(=[O:11])=[O:10])[CH2:3]1.Cl.[NH2:40][OH:41]. The catalyst is N1C=CC=CC=1. The product is [CH3:37][CH:32]1[CH2:33][CH:34]([CH3:36])[CH2:35][N:30]([S:27]([C:18]2[CH:19]=[CH:20][C:21]3[N:22]([CH3:26])[C:23]4[C:14](=[CH:13][C:12]([S:9]([N:4]5[CH2:5][CH:6]([CH3:8])[CH2:7][CH:2]([CH3:1])[CH2:3]5)(=[O:11])=[O:10])=[CH:25][CH:24]=4)[C:15](=[N:40][OH:41])[C:16]=3[CH:17]=2)(=[O:28])=[O:29])[CH2:31]1. The yield is 0.850. (9) The reactants are [NH:1]1[C:9]2[CH:8]=[CH:7][CH:6]=[C:5]([CH:10]=[O:11])[C:4]=2[CH:3]=[CH:2]1.[H-].[Na+].[CH3:14]I.O. The catalyst is CN(C=O)C. The product is [CH3:14][N:1]1[C:9]2[CH:8]=[CH:7][CH:6]=[C:5]([CH:10]=[O:11])[C:4]=2[CH:3]=[CH:2]1. The yield is 0.990.